Dataset: NCI-60 drug combinations with 297,098 pairs across 59 cell lines. Task: Regression. Given two drug SMILES strings and cell line genomic features, predict the synergy score measuring deviation from expected non-interaction effect. (1) Drug 1: C1=CC(=CC=C1CCC2=CNC3=C2C(=O)NC(=N3)N)C(=O)NC(CCC(=O)O)C(=O)O. Drug 2: CC1C(C(CC(O1)OC2CC(CC3=C2C(=C4C(=C3O)C(=O)C5=C(C4=O)C(=CC=C5)OC)O)(C(=O)C)O)N)O.Cl. Cell line: HOP-62. Synergy scores: CSS=45.9, Synergy_ZIP=4.20, Synergy_Bliss=9.35, Synergy_Loewe=8.94, Synergy_HSA=9.66. (2) Drug 1: C1CC(=O)NC(=O)C1N2CC3=C(C2=O)C=CC=C3N. Drug 2: C(CN)CNCCSP(=O)(O)O. Cell line: 786-0. Synergy scores: CSS=-0.376, Synergy_ZIP=-0.914, Synergy_Bliss=-4.18, Synergy_Loewe=-4.28, Synergy_HSA=-5.42.